Predict the reaction yield, written as a fraction of the theoretical maximum amount of product (1.0 means a 100% yield; for example, 0.34 means a 34% yield). From a dataset of Reaction yield outcomes from USPTO patents with 853,638 reactions. The reactants are [F:1][C:2]1[CH:16]=[CH:15][C:5]([CH2:6][N:7]2[CH2:12][C@@H:11]([CH3:13])[NH:10][CH2:9][C@@H:8]2[CH3:14])=[CH:4][CH:3]=1.[Br:17][C:18]1[CH:23]=[CH:22][C:21](/[CH:24]=[CH:25]/[C:26](O)=[O:27])=[CH:20][CH:19]=1.ON1C2C=CC=CC=2N=N1.C1(N=C=N)CCCCC1. The catalyst is C(Cl)(Cl)Cl. The product is [Br:17][C:18]1[CH:19]=[CH:20][C:21](/[CH:24]=[CH:25]/[C:26]([N:10]2[CH2:9][C@@H:8]([CH3:14])[N:7]([CH2:6][C:5]3[CH:15]=[CH:16][C:2]([F:1])=[CH:3][CH:4]=3)[CH2:12][C@@H:11]2[CH3:13])=[O:27])=[CH:22][CH:23]=1. The yield is 0.970.